This data is from Catalyst prediction with 721,799 reactions and 888 catalyst types from USPTO. The task is: Predict which catalyst facilitates the given reaction. Reactant: [NH:1]([C:21]([O:23][C:24]([CH3:27])([CH3:26])[CH3:25])=[O:22])[C@H:2]([C:18]([OH:20])=[O:19])[CH2:3][CH2:4][CH2:5][CH2:6][NH:7][C:8]([O:10][CH2:11][C:12]1[CH:17]=[CH:16][CH:15]=[CH:14][CH:13]=1)=[O:9].[CH3:28]N(C(ON1N=NC2C=CC=CC1=2)=[N+](C)C)C.[B-](F)(F)(F)F.C(N(CC)CC)C. Product: [NH:1]([C:21]([O:23][C:24]([CH3:27])([CH3:26])[CH3:25])=[O:22])[C@H:2]([C:18]([O:20][CH3:28])=[O:19])[CH2:3][CH2:4][CH2:5][CH2:6][NH:7][C:8]([O:10][CH2:11][C:12]1[CH:17]=[CH:16][CH:15]=[CH:14][CH:13]=1)=[O:9]. The catalyst class is: 98.